This data is from Full USPTO retrosynthesis dataset with 1.9M reactions from patents (1976-2016). The task is: Predict the reactants needed to synthesize the given product. (1) Given the product [CH2:28]([C@H:7]1[CH2:8][N:9]([C:12]2[CH:21]=[CH:20][C:19]([O:22][CH3:23])=[C:18]3[C:13]=2[CH:14]=[CH:15][C:16]([C:24]([F:26])([F:25])[F:27])=[N:17]3)[CH2:10][CH2:11][N:6]1[CH2:5][C:4]([NH:38][CH2:36][CH3:37])=[O:35])[C:29]1[CH:30]=[CH:31][CH:32]=[CH:33][CH:34]=1, predict the reactants needed to synthesize it. The reactants are: C(O[C:4](=[O:35])[CH2:5][N:6]1[CH2:11][CH2:10][N:9]([C:12]2[CH:21]=[CH:20][C:19]([O:22][CH3:23])=[C:18]3[C:13]=2[CH:14]=[CH:15][C:16]([C:24]([F:27])([F:26])[F:25])=[N:17]3)[CH2:8][C@@H:7]1[CH2:28][C:29]1[CH:34]=[CH:33][CH:32]=[CH:31][CH:30]=1)C.[CH2:36]([NH2:38])[CH3:37]. (2) The reactants are: [Cl:1][C:2]1[CH:7]=[CH:6][C:5]([C:8]2[CH:9]=[C:10]([C:20]([O:22]CC)=[O:21])[C:11]3[CH:16]=[N:15][N:14]([CH:17]([CH3:19])[CH3:18])[C:12]=3[N:13]=2)=[CH:4][CH:3]=1.C(O)C.[OH-].[Na+]. Given the product [Cl:1][C:2]1[CH:7]=[CH:6][C:5]([C:8]2[CH:9]=[C:10]([C:20]([OH:22])=[O:21])[C:11]3[CH:16]=[N:15][N:14]([CH:17]([CH3:19])[CH3:18])[C:12]=3[N:13]=2)=[CH:4][CH:3]=1, predict the reactants needed to synthesize it.